Dataset: CYP2C19 inhibition data for predicting drug metabolism from PubChem BioAssay. Task: Regression/Classification. Given a drug SMILES string, predict its absorption, distribution, metabolism, or excretion properties. Task type varies by dataset: regression for continuous measurements (e.g., permeability, clearance, half-life) or binary classification for categorical outcomes (e.g., BBB penetration, CYP inhibition). Dataset: cyp2c19_veith. (1) The drug is CC(=O)Nc1nc2ccc(Br)cc2s1. The result is 1 (inhibitor). (2) The molecule is O=C1CN(c2nc(-c3ccccc3)c3cc(Br)ccc3n2)c2ccccc2N1. The result is 0 (non-inhibitor). (3) The drug is CCOC(=O)C1CCN(C(=O)C2CCN(c3nc4ccc(OC)cc4s3)CC2)CC1. The result is 1 (inhibitor).